From a dataset of NCI-60 drug combinations with 297,098 pairs across 59 cell lines. Regression. Given two drug SMILES strings and cell line genomic features, predict the synergy score measuring deviation from expected non-interaction effect. (1) Drug 1: CC1=C2C(C(=O)C3(C(CC4C(C3C(C(C2(C)C)(CC1OC(=O)C(C(C5=CC=CC=C5)NC(=O)OC(C)(C)C)O)O)OC(=O)C6=CC=CC=C6)(CO4)OC(=O)C)OC)C)OC. Drug 2: C1CN(CCN1C(=O)CCBr)C(=O)CCBr. Cell line: A549. Synergy scores: CSS=37.7, Synergy_ZIP=-9.90, Synergy_Bliss=-13.8, Synergy_Loewe=-10.7, Synergy_HSA=-8.36. (2) Drug 1: CC(CN1CC(=O)NC(=O)C1)N2CC(=O)NC(=O)C2. Drug 2: CC1CCC2CC(C(=CC=CC=CC(CC(C(=O)C(C(C(=CC(C(=O)CC(OC(=O)C3CCCCN3C(=O)C(=O)C1(O2)O)C(C)CC4CCC(C(C4)OC)OCCO)C)C)O)OC)C)C)C)OC. Cell line: OVCAR3. Synergy scores: CSS=9.59, Synergy_ZIP=-6.12, Synergy_Bliss=-11.0, Synergy_Loewe=-8.81, Synergy_HSA=-8.43. (3) Drug 1: CCC1=C2CN3C(=CC4=C(C3=O)COC(=O)C4(CC)O)C2=NC5=C1C=C(C=C5)O. Drug 2: CCC1(C2=C(COC1=O)C(=O)N3CC4=CC5=C(C=CC(=C5CN(C)C)O)N=C4C3=C2)O.Cl. Cell line: BT-549. Synergy scores: CSS=35.4, Synergy_ZIP=-2.13, Synergy_Bliss=-2.52, Synergy_Loewe=1.70, Synergy_HSA=3.90. (4) Drug 1: C1=NC2=C(N1)C(=S)N=CN2. Drug 2: C1CC(=O)NC(=O)C1N2C(=O)C3=CC=CC=C3C2=O. Cell line: EKVX. Synergy scores: CSS=-5.41, Synergy_ZIP=1.41, Synergy_Bliss=-1.42, Synergy_Loewe=-4.37, Synergy_HSA=-4.29. (5) Drug 1: C1=NC2=C(N1)C(=S)N=C(N2)N. Drug 2: C1C(C(OC1N2C=NC3=C(N=C(N=C32)Cl)N)CO)O. Cell line: SK-MEL-2. Synergy scores: CSS=15.6, Synergy_ZIP=-3.06, Synergy_Bliss=1.34, Synergy_Loewe=-5.48, Synergy_HSA=-0.803. (6) Drug 2: C1C(C(OC1N2C=NC3=C2NC=NCC3O)CO)O. Synergy scores: CSS=13.8, Synergy_ZIP=1.31, Synergy_Bliss=6.20, Synergy_Loewe=2.30, Synergy_HSA=2.53. Cell line: RPMI-8226. Drug 1: C1CC(C1)(C(=O)O)C(=O)O.[NH2-].[NH2-].[Pt+2]. (7) Drug 1: C1=CC=C(C(=C1)C(C2=CC=C(C=C2)Cl)C(Cl)Cl)Cl. Drug 2: C1CNP(=O)(OC1)N(CCCl)CCCl. Cell line: SR. Synergy scores: CSS=-1.74, Synergy_ZIP=0.307, Synergy_Bliss=1.00, Synergy_Loewe=0.798, Synergy_HSA=-0.186.